From a dataset of Reaction yield outcomes from USPTO patents with 853,638 reactions. Predict the reaction yield, written as a fraction of the theoretical maximum amount of product (1.0 means a 100% yield; for example, 0.34 means a 34% yield). (1) The reactants are [OH:1][C:2]1[CH:10]=[CH:9][CH:8]=[CH:7][C:3]=1[C:4](O)=O.[C:11]([O-:14])([O-])=[O:12].[Cs+].[Cs+].CC(C)(C(=O)CC(=O)C(C)(C)C)C.Br[C:31]1[CH:32]=[C:33]2[C:37](=[CH:38][CH:39]=1)[N:36]([CH2:40][CH:41]([CH3:43])[CH3:42])[N:35]=[CH:34]2. The product is [CH2:40]([N:36]1[C:37]2[C:33](=[CH:32][C:31]([O:1][C:2]3[CH:10]=[CH:9][CH:8]=[CH:7][C:3]=3[CH2:4][C:11]([OH:14])=[O:12])=[CH:39][CH:38]=2)[CH:34]=[N:35]1)[CH:41]([CH3:43])[CH3:42]. The yield is 0.360. The catalyst is CN1C(=O)CCC1.Cl[Cu]. (2) The product is [CH:22]1([C:20]([C:14]2[CH:15]=[C:16]([CH3:19])[CH:17]=[CH:18][C:13]=2[NH:12][C:10](=[O:11])[NH:9][C:6]2[S:7][CH:8]=[C:4]([CH2:3][CH2:2][NH:1][CH2:28][CH2:29][C:30]([OH:32])=[O:31])[N:5]=2)=[O:21])[CH2:23][CH2:24][CH2:25][CH2:26]1. The catalyst is C(Cl)Cl. The yield is 0.530. The reactants are [NH2:1][CH2:2][CH2:3][C:4]1[N:5]=[C:6]([NH:9][C:10]([NH:12][C:13]2[CH:18]=[CH:17][C:16]([CH3:19])=[CH:15][C:14]=2[C:20]([CH:22]2[CH2:26][CH2:25][CH2:24][CH2:23]2)=[O:21])=[O:11])[S:7][CH:8]=1.C1(=O)[O:32][C:30](=[O:31])[CH2:29][CH2:28]1. (3) The reactants are [CH3:1][C:2]1[C:6]([O:7][C:8]2[CH:15]=[CH:14][C:11]([CH:12]=O)=[CH:10][CH:9]=2)=[C:5]([CH3:16])[N:4]([C:17]2[N:22]=[C:21]([C:23]3[CH:28]=[CH:27][CH:26]=[CH:25][N:24]=3)[CH:20]=[CH:19][N:18]=2)[N:3]=1.[CH2:29]([N:36]1[CH2:41][CH2:40][NH:39][CH2:38][CH2:37]1)[C:30]1[CH:35]=[CH:34][CH:33]=[CH:32][CH:31]=1.C(O[BH-](OC(=O)C)OC(=O)C)(=O)C.[Na+]. The catalyst is ClC(Cl)C.C(Cl)Cl. The product is [CH2:29]([N:36]1[CH2:41][CH2:40][N:39]([CH2:12][C:11]2[CH:14]=[CH:15][C:8]([O:7][C:6]3[C:2]([CH3:1])=[N:3][N:4]([C:17]4[N:22]=[C:21]([C:23]5[CH:28]=[CH:27][CH:26]=[CH:25][N:24]=5)[CH:20]=[CH:19][N:18]=4)[C:5]=3[CH3:16])=[CH:9][CH:10]=2)[CH2:38][CH2:37]1)[C:30]1[CH:31]=[CH:32][CH:33]=[CH:34][CH:35]=1. The yield is 0.230. (4) The reactants are Br[C:2]1[CH:7]=[CH:6][C:5]([CH:8]([CH3:15])[CH2:9][NH:10][S:11]([CH3:14])(=[O:13])=[O:12])=[CH:4][CH:3]=1.[CH:16]([C:18]1[CH:23]=[CH:22][C:21](B(O)O)=[CH:20][CH:19]=1)=[O:17].C(=O)([O-])[O-].[K+].[K+].O. The catalyst is C1(C)C=CC=CC=1.C1C=CC([P]([Pd]([P](C2C=CC=CC=2)(C2C=CC=CC=2)C2C=CC=CC=2)([P](C2C=CC=CC=2)(C2C=CC=CC=2)C2C=CC=CC=2)[P](C2C=CC=CC=2)(C2C=CC=CC=2)C2C=CC=CC=2)(C2C=CC=CC=2)C2C=CC=CC=2)=CC=1. The product is [CH:16]([C:18]1[CH:23]=[CH:22][C:21]([C:2]2[CH:7]=[CH:6][C:5]([CH:8]([CH3:15])[CH2:9][NH:10][S:11]([CH3:14])(=[O:13])=[O:12])=[CH:4][CH:3]=2)=[CH:20][CH:19]=1)=[O:17]. The yield is 0.320. (5) The reactants are [N+:1]([C:4]1[CH:5]=[C:6]([OH:19])[CH:7]=[CH:8][C:9]=1/[CH:10]=[CH:11]/[C:12]1[CH:17]=[CH:16][C:15]([OH:18])=[CH:14][CH:13]=1)([O-])=O.[Cl-].[NH4+]. The catalyst is CC(C)=O.O.[Zn]. The product is [NH2:1][C:4]1[CH:5]=[C:6]([OH:19])[CH:7]=[CH:8][C:9]=1/[CH:10]=[CH:11]/[C:12]1[CH:17]=[CH:16][C:15]([OH:18])=[CH:14][CH:13]=1. The yield is 0.720. (6) The reactants are [CH3:1][O:2][C:3]([C:5]1[CH:10]=[N:9][C:8](F)=[CH:7][N:6]=1)=[O:4].[NH3:12]. The catalyst is O1CCCC1.C(OCC)C. The product is [CH3:1][O:2][C:3]([C:5]1[CH:10]=[N:9][C:8]([NH2:12])=[CH:7][N:6]=1)=[O:4]. The yield is 0.990. (7) The reactants are Cl.CC([N:6]([CH2:10][CH:11]([NH:19][C:20]([C:22]1[N:23]([CH3:33])[CH:24]=[C:25]([C:27]2[N:31]([CH3:32])[N:30]=[CH:29][CH:28]=2)[CH:26]=1)=[O:21])[CH2:12][C:13]1[CH:18]=[CH:17][CH:16]=[CH:15][CH:14]=1)C(=O)[O-])(C)C. The catalyst is O1CCOCC1.C(Cl)(Cl)Cl.CO. The product is [NH2:6][CH2:10][CH:11]([NH:19][C:20]([C:22]1[N:23]([CH3:33])[CH:24]=[C:25]([C:27]2[N:31]([CH3:32])[N:30]=[CH:29][CH:28]=2)[CH:26]=1)=[O:21])[CH2:12][C:13]1[CH:18]=[CH:17][CH:16]=[CH:15][CH:14]=1. The yield is 0.320. (8) The reactants are [OH-].[Na+].[N+:3]([C:6]1[CH:7]=[C:8]2[CH:14]=[C:13]([C:15]([F:18])([F:17])[F:16])[N:12](C(OC)=O)[C:9]2=[N:10][CH:11]=1)([O-:5])=[O:4].O.C(OCC)(=O)C. The catalyst is C1COCC1.CO. The product is [N+:3]([C:6]1[CH:7]=[C:8]2[CH:14]=[C:13]([C:15]([F:18])([F:17])[F:16])[NH:12][C:9]2=[N:10][CH:11]=1)([O-:5])=[O:4]. The yield is 0.860. (9) The reactants are [CH2:1]([N:8]1[C:16]2[C:11](=[CH:12][CH:13]=[CH:14][CH:15]=2)[CH:10]=[C:9]1[C:17]([OH:19])=O)[C:2]1[CH:7]=[CH:6][CH:5]=[CH:4][CH:3]=1.[NH2:20][C@H:21]([C:23]([NH:25][C@H:26]([CH:39]=[O:40])[CH2:27][C:28](=[N:34][NH:35][C:36]([NH2:38])=[O:37])[O:29][C:30]([CH3:33])([CH3:32])[CH3:31])=[O:24])[CH3:22].CCN=C=NCCCN(C)C. The catalyst is C(Cl)Cl.CN(C1C=CN=CC=1)C.C(OCC)(=O)C. The product is [CH2:1]([N:8]1[C:16]2[C:11](=[CH:12][CH:13]=[CH:14][CH:15]=2)[CH:10]=[C:9]1[C:17]([NH:20][C@H:21]([C:23]([NH:25][C@H:26]([CH:39]=[O:40])[CH2:27][C:28](=[N:34][NH:35][C:36]([NH2:38])=[O:37])[O:29][C:30]([CH3:31])([CH3:33])[CH3:32])=[O:24])[CH3:22])=[O:19])[C:2]1[CH:3]=[CH:4][CH:5]=[CH:6][CH:7]=1. The yield is 0.560.